This data is from Full USPTO retrosynthesis dataset with 1.9M reactions from patents (1976-2016). The task is: Predict the reactants needed to synthesize the given product. Given the product [CH:1]([NH:4][C:5]([C:7]1[C:15]2[C:10](=[N:11][CH:12]=[C:13]([O:32][C:30]3[CH:29]=[CH:28][CH:27]=[C:26]([CH3:25])[N:31]=3)[N:14]=2)[N:9]([CH2:17][O:18][CH2:19][CH2:20][Si:21]([CH3:24])([CH3:23])[CH3:22])[CH:8]=1)=[O:6])([CH3:3])[CH3:2], predict the reactants needed to synthesize it. The reactants are: [CH:1]([NH:4][C:5]([C:7]1[C:15]2[C:10](=[N:11][CH:12]=[C:13](Br)[N:14]=2)[N:9]([CH2:17][O:18][CH2:19][CH2:20][Si:21]([CH3:24])([CH3:23])[CH3:22])[CH:8]=1)=[O:6])([CH3:3])[CH3:2].[CH3:25][C:26]1[N:31]=[C:30]([OH:32])[CH:29]=[CH:28][CH:27]=1.C([O-])([O-])=O.[Cs+].[Cs+].